Dataset: Reaction yield outcomes from USPTO patents with 853,638 reactions. Task: Predict the reaction yield, written as a fraction of the theoretical maximum amount of product (1.0 means a 100% yield; for example, 0.34 means a 34% yield). (1) The reactants are [C:1]1([S:7]([C:10]2[CH:21]=[CH:20][C:13]3[NH:14][CH2:15][C:16]([CH3:19])([CH3:18])[O:17][C:12]=3[CH:11]=2)(=[O:9])=[O:8])[CH:6]=[CH:5][CH:4]=[CH:3][CH:2]=1.[Cl-].Br[C:24]1[CH:29]=[CH:28][NH+:27]=[CH:26][CH:25]=1. The catalyst is ClCCl. The product is [C:1]1([S:7]([C:10]2[CH:21]=[CH:20][C:13]3[N:14]([C:24]4[CH:29]=[CH:28][N:27]=[CH:26][CH:25]=4)[CH2:15][C:16]([CH3:18])([CH3:19])[O:17][C:12]=3[CH:11]=2)(=[O:9])=[O:8])[CH:6]=[CH:5][CH:4]=[CH:3][CH:2]=1. The yield is 0.540. (2) The reactants are [CH:1]([N:4]1[CH:8]=[N:7][N:6]=[C:5]1[C:9]1[S:10][C:11]2[CH2:12][CH2:13][O:14][C:15]3[CH:22]=[C:21]([CH:23]=O)[CH:20]=[CH:19][C:16]=3[C:17]=2[N:18]=1)([CH3:3])[CH3:2].[F:25][C:26]([F:30])([F:29])[CH2:27][NH2:28].C(O[BH-](OC(=O)C)OC(=O)C)(=O)C.[Na+]. The catalyst is ClCCCl.C(=O)(O)[O-].[Na+].C(Cl)Cl. The product is [CH:1]([N:4]1[CH:8]=[N:7][N:6]=[C:5]1[C:9]1[S:10][C:11]2[CH2:12][CH2:13][O:14][C:15]3[CH:22]=[C:21]([CH2:23][NH:28][CH2:27][C:26]([F:30])([F:29])[F:25])[CH:20]=[CH:19][C:16]=3[C:17]=2[N:18]=1)([CH3:3])[CH3:2]. The yield is 0.610. (3) The reactants are [NH2:1][C:2]1[CH:7]=[C:6]([Cl:8])[CH:5]=[CH:4][C:3]=1[C:9]1[NH:13][C:12](=[O:14])[O:11][N:10]=1.[F:15][C:16]([F:27])([F:26])[C:17]1[CH:18]=[C:19]([N:23]=[C:24]=[O:25])[CH:20]=[CH:21][CH:22]=1. The catalyst is C1COCC1. The product is [Cl:8][C:6]1[CH:5]=[CH:4][C:3]([C:9]2[NH:13][C:12](=[O:14])[O:11][N:10]=2)=[C:2]([NH:1][C:24]([NH:23][C:19]2[CH:20]=[CH:21][CH:22]=[C:17]([C:16]([F:15])([F:26])[F:27])[CH:18]=2)=[O:25])[CH:7]=1. The yield is 0.630.